From a dataset of Reaction yield outcomes from USPTO patents with 853,638 reactions. Predict the reaction yield, written as a fraction of the theoretical maximum amount of product (1.0 means a 100% yield; for example, 0.34 means a 34% yield). (1) The reactants are Br[CH2:2][CH2:3][CH:4]=[C:5]1[C:11]2[CH:12]=[CH:13][CH:14]=[N:15][C:10]=2[CH2:9][O:8][C:7]2[CH:16]=[CH:17][C:18]([C:20]([OH:23])([CH3:22])[CH3:21])=[CH:19][C:6]1=2.C(=O)([O-])[O-].[K+].[K+].[Cl:30][C:31]1[CH:36]=[CH:35][C:34]([NH:37][C:38]2([C:44]#[N:45])[CH2:43][CH2:42][NH:41][CH2:40][CH2:39]2)=[CH:33][CH:32]=1. The catalyst is O.C(#N)C.C(OCC)(=O)C. The product is [Cl:30][C:31]1[CH:32]=[CH:33][C:34]([NH:37][C:38]2([C:44]#[N:45])[CH2:43][CH2:42][N:41]([CH2:2][CH2:3][CH:4]=[C:5]3[C:11]4[CH:12]=[CH:13][CH:14]=[N:15][C:10]=4[CH2:9][O:8][C:7]4[CH:16]=[CH:17][C:18]([C:20]([OH:23])([CH3:22])[CH3:21])=[CH:19][C:6]3=4)[CH2:40][CH2:39]2)=[CH:35][CH:36]=1. The yield is 0.0800. (2) The reactants are CC(C)([O-])C.[K+].[C:7]([CH2:9]P(=O)(OCC)OCC)#[N:8].O=[CH:19][CH2:20][CH:21]1[CH2:26][CH2:25][N:24]([C:27]([O:29][C:30]([CH3:33])([CH3:32])[CH3:31])=[O:28])[CH2:23][CH2:22]1. The catalyst is O1CCCC1. The product is [C:7]([CH:9]=[CH:19][CH2:20][CH:21]1[CH2:26][CH2:25][N:24]([C:27]([O:29][C:30]([CH3:33])([CH3:32])[CH3:31])=[O:28])[CH2:23][CH2:22]1)#[N:8]. The yield is 0.750. (3) The reactants are [OH-].[K+].[OH:3][C:4]1[CH:13]=[C:12]([O:14]C)[C:11]([CH:16]([CH3:18])[CH3:17])=[CH:10][C:5]=1[C:6]([O:8]C)=[O:7].[CH3:19]O. The catalyst is O. The product is [OH:14][C:12]1[C:11]([CH:16]([CH3:18])[CH3:17])=[CH:10][C:5]([C:6]([OH:8])=[O:7])=[C:4]([O:3][CH3:19])[CH:13]=1. The yield is 0.850. (4) The product is [Si:1]([O:8][C@@H:17]1[N:23]([C:24]([O:26][CH2:27][CH:28]=[CH2:29])=[O:25])[C:22]2[CH:30]=[C:31]([O:36][Si:37]([CH:41]([CH3:42])[CH3:43])([CH:44]([CH3:46])[CH3:45])[CH:38]([CH3:39])[CH3:40])[C:32]([O:34][CH3:35])=[CH:33][C:21]=2[C:20](=[O:47])[N:19]2[CH:48]=[C:49]([CH3:51])[CH2:50][C@@H:18]12)([C:4]([CH3:7])([CH3:6])[CH3:5])([CH3:3])[CH3:2]. The yield is 0.850. The reactants are [Si:1]([O:8]S(C(F)(F)F)(=O)=O)([C:4]([CH3:7])([CH3:6])[CH3:5])([CH3:3])[CH3:2].O[C@@H:17]1[N:23]([C:24]([O:26][CH2:27][CH:28]=[CH2:29])=[O:25])[C:22]2[CH:30]=[C:31]([O:36][Si:37]([CH:44]([CH3:46])[CH3:45])([CH:41]([CH3:43])[CH3:42])[CH:38]([CH3:40])[CH3:39])[C:32]([O:34][CH3:35])=[CH:33][C:21]=2[C:20](=[O:47])[N:19]2[CH:48]=[C:49]([CH3:51])[CH2:50][C@@H:18]12.N1C(C)=CC=CC=1C. The catalyst is ClCCl. (5) The reactants are C[N:2]([CH:4]([N:8]([CH3:10])C)[N:5]([CH3:7])C)C.O=C1[CH2:17][CH2:16][CH:15]([NH:18][C:19](=[O:25])[O:20][C:21]([CH3:24])([CH3:23])[CH3:22])[CH2:14][CH2:13]1.C(=O)(O)O.NC(N)=N. The catalyst is C1(C)C=CC=CC=1. The product is [NH2:2][C:4]1[N:5]=[CH:7][C:13]2[CH2:14][CH:15]([NH:18][C:19](=[O:25])[O:20][C:21]([CH3:22])([CH3:24])[CH3:23])[CH2:16][CH2:17][C:10]=2[N:8]=1. The yield is 0.330. (6) The reactants are C[O:2][C:3](=[O:37])[C@H:4]([CH2:17][C:18]1[CH:23]=[CH:22][C:21]([C:24]2[C:25](=[O:36])[N:26]([CH3:35])[C:27]([CH3:34])=[CH:28][C:29]=2[C:30]([F:33])([F:32])[F:31])=[CH:20][CH:19]=1)[NH:5][C:6]([C:8]1[C:13]([CH3:14])=[CH:12][CH:11]=[CH:10][C:9]=1[CH2:15][CH3:16])=[O:7].[OH-].[Na+]. The catalyst is C(O)C. The product is [CH2:15]([C:9]1[CH:10]=[CH:11][CH:12]=[C:13]([CH3:14])[C:8]=1[C:6]([NH:5][C@H:4]([C:3]([OH:37])=[O:2])[CH2:17][C:18]1[CH:23]=[CH:22][C:21]([C:24]2[C:25](=[O:36])[N:26]([CH3:35])[C:27]([CH3:34])=[CH:28][C:29]=2[C:30]([F:32])([F:33])[F:31])=[CH:20][CH:19]=1)=[O:7])[CH3:16]. The yield is 0.950. (7) The reactants are [CH3:1][O:2][C:3](=[O:17])[C:4]([CH:12]1[CH2:16][CH2:15][CH2:14][CH2:13]1)([OH:11])[C:5]1[CH:10]=[CH:9][CH:8]=[CH:7][CH:6]=1.O[C@@H:19]1[CH:24]2C[CH2:26][N:21]([CH2:22][CH2:23]2)[CH2:20]1. The catalyst is C1(C)C=CC=CC=1. The product is [N:21]12[CH2:22][CH2:23][CH:24]([CH2:19][CH2:20]1)[C@@H:1]([O:2][C:3](=[O:17])[C:4]([CH:12]1[CH2:16][CH2:15][CH2:14][CH2:13]1)([OH:11])[C:5]1[CH:6]=[CH:7][CH:8]=[CH:9][CH:10]=1)[CH2:26]2. The yield is 0.690.